From a dataset of Kir2.1 potassium channel HTS with 301,493 compounds. Binary Classification. Given a drug SMILES string, predict its activity (active/inactive) in a high-throughput screening assay against a specified biological target. (1) The compound is S(=O)(=O)(N(CC(C)C)c1ccccc1)c1sc(nn1)NC(=O)c1occc1. The result is 0 (inactive). (2) The drug is s1c(N2CCN(C(CCCC)c3n(nnn3)Cc3occc3)CC2)nc2c1cccc2. The result is 0 (inactive). (3) The drug is Clc1cc(S(=O)(=O)NCc2occc2)c(OCC)cc1C. The result is 1 (active). (4) The drug is Brc1cc(CNC(CCc2ccc(OC)cc2)C)ccc1. The result is 1 (active). (5) The compound is FC(F)(F)C/1=NN(C(=O)C1=C/Nc1ccc(cc1)C(OC)=O)C. The result is 0 (inactive). (6) The molecule is BrC1(Br)C(C1)(C)C(=O)N\N=C\c1ccccc1. The result is 0 (inactive). (7) The drug is Clc1ccc(CNC(=O)COC(=O)c2ccc(S(=O)(=O)N3CCCC3)cc2)cc1. The result is 0 (inactive). (8) The drug is Clc1c(C(=O)N\N=C2/CCCc3c2cccc3)cccc1. The result is 0 (inactive). (9) The molecule is O=C(NNC(=O)c1ccncc1)c1ccc(cc1)C#N. The result is 0 (inactive). (10) The compound is s1c2nc(N3CCOCC3)c3c(CC(OC3)(C)C)c2c(N)c1C(=O)Nc1ccc(OC)cc1. The result is 0 (inactive).